This data is from Full USPTO retrosynthesis dataset with 1.9M reactions from patents (1976-2016). The task is: Predict the reactants needed to synthesize the given product. (1) Given the product [Si:3]([O:10][C:11]1[CH:16]=[CH:15][C:14]([CH:17]([NH:20][C:21]2[CH:22]=[CH:23][C:24]([C:27]3[N:31]=[C:30]([CH3:32])[O:29][N:28]=3)=[CH:25][CH:26]=2)[C:18]([NH2:19])=[S:2])=[CH:13][C:12]=1[O:33][CH3:34])([C:6]([CH3:9])([CH3:8])[CH3:7])([CH3:4])[CH3:5], predict the reactants needed to synthesize it. The reactants are: [NH4+]=[S:2].[Si:3]([O:10][C:11]1[CH:16]=[CH:15][C:14]([CH:17]([NH:20][C:21]2[CH:26]=[CH:25][C:24]([C:27]3[N:31]=[C:30]([CH3:32])[O:29][N:28]=3)=[CH:23][CH:22]=2)[C:18]#[N:19])=[CH:13][C:12]=1[O:33][CH3:34])([C:6]([CH3:9])([CH3:8])[CH3:7])([CH3:5])[CH3:4].C1COCC1.O. (2) Given the product [I:1][C:2]1[C:10]2[C:5](=[CH:6][CH:7]=[CH:8][CH:9]=2)[N:4]([S:19]([C:16]2[CH:17]=[CH:18][C:13]([CH3:23])=[CH:14][CH:15]=2)(=[O:21])=[O:20])[CH:3]=1, predict the reactants needed to synthesize it. The reactants are: [I:1][C:2]1[C:10]2[C:5](=[CH:6][CH:7]=[CH:8][CH:9]=2)[NH:4][CH:3]=1.[OH-].[Na+].[C:13]1([CH3:23])[CH:18]=[CH:17][C:16]([S:19](Cl)(=[O:21])=[O:20])=[CH:15][CH:14]=1. (3) Given the product [N:8]1[CH:9]=[CH:10][N:11]2[CH:16]=[CH:15][CH:14]=[C:13]([CH2:17][NH:2][C@H:3]3[CH2:6][C@H:5]([OH:7])[CH2:4]3)[C:12]=12, predict the reactants needed to synthesize it. The reactants are: Cl.[NH2:2][C@H:3]1[CH2:6][C@H:5]([OH:7])[CH2:4]1.[N:8]1[CH:9]=[CH:10][N:11]2[CH:16]=[CH:15][CH:14]=[C:13]([CH:17]=O)[C:12]=12.C(N(C(C)C)CC)(C)C.C(O[BH-](OC(=O)C)OC(=O)C)(=O)C.[Na+].[BH4-]. (4) Given the product [F:1][C:2]1[CH:7]=[CH:6][C:5]([C:8]([C:13]2[CH:14]=[N:15][C:16]([N:19]3[CH2:24][CH2:23][N:22]([C:25]([O:27][C:28]([CH3:31])([CH3:30])[CH3:29])=[O:26])[CH2:21][CH2:20]3)=[N:17][CH:18]=2)([CH3:33])[C:9]([O:11][CH3:12])=[O:10])=[CH:4][CH:3]=1, predict the reactants needed to synthesize it. The reactants are: [F:1][C:2]1[CH:7]=[CH:6][C:5]([CH:8]([C:13]2[CH:14]=[N:15][C:16]([N:19]3[CH2:24][CH2:23][N:22]([C:25]([O:27][C:28]([CH3:31])([CH3:30])[CH3:29])=[O:26])[CH2:21][CH2:20]3)=[N:17][CH:18]=2)[C:9]([O:11][CH3:12])=[O:10])=[CH:4][CH:3]=1.[Li+].[CH3:33]C([N-]C(C)C)C.CI. (5) The reactants are: [CH3:1][C:2]1[CH:7]=[CH:6][N:5]=[C:4]([NH:8][CH2:9][CH:10]2[CH2:30][CH2:29][C:13]3([C:21]4[C:16](=[CH:17][CH:18]=[CH:19][CH:20]=4)[N:15]([C:22]([O:24][C:25]([CH3:28])([CH3:27])[CH3:26])=[O:23])[CH2:14]3)[CH2:12][CH2:11]2)[C:3]=1[N+:31]([O-])=O. Given the product [NH2:31][C:3]1[C:4]([NH:8][CH2:9][CH:10]2[CH2:11][CH2:12][C:13]3([C:21]4[C:16](=[CH:17][CH:18]=[CH:19][CH:20]=4)[N:15]([C:22]([O:24][C:25]([CH3:26])([CH3:27])[CH3:28])=[O:23])[CH2:14]3)[CH2:29][CH2:30]2)=[N:5][CH:6]=[CH:7][C:2]=1[CH3:1], predict the reactants needed to synthesize it. (6) The reactants are: O[C:2]1([C:6]2[CH:13]=[CH:12][C:9]([C:10]#[N:11])=[CH:8][CH:7]=2)[CH2:5][O:4][CH2:3]1.C(N(S(F)(F)[F:20])CC)C.[OH-].[Na+]. Given the product [F:20][C:2]1([C:6]2[CH:13]=[CH:12][C:9]([C:10]#[N:11])=[CH:8][CH:7]=2)[CH2:5][O:4][CH2:3]1, predict the reactants needed to synthesize it.